Dataset: Reaction yield outcomes from USPTO patents with 853,638 reactions. Task: Predict the reaction yield, written as a fraction of the theoretical maximum amount of product (1.0 means a 100% yield; for example, 0.34 means a 34% yield). (1) The reactants are [CH3:1][C:2]1[CH:7]=[C:6]([CH3:8])[CH:5]=[CH:4][N+:3]=1[O-].[C:10]([O:13]C(=O)C)(=[O:12])[CH3:11]. No catalyst specified. The product is [CH3:8][C:6]1[CH:5]=[CH:4][N:3]=[C:2]([CH2:1][O:13][C:10](=[O:12])[CH3:11])[CH:7]=1. The yield is 0.298. (2) The reactants are [Li+].C[Si]([N-][Si](C)(C)C)(C)C.[NH2:11][C:12]1[CH:17]=[CH:16][CH:15]=[CH:14][CH:13]=1.F[C:19]1[C:26]([N+:27]([O-:29])=[O:28])=[CH:25][CH:24]=[C:23]([F:30])[C:20]=1[C:21]#[N:22]. The catalyst is C1COCC1. The product is [F:30][C:23]1[C:20]([C:21]#[N:22])=[C:19]([NH:11][C:12]2[CH:17]=[CH:16][CH:15]=[CH:14][CH:13]=2)[C:26]([N+:27]([O-:29])=[O:28])=[CH:25][CH:24]=1. The yield is 0.550. (3) The reactants are [O:1]=[C:2]1[C:10]2(C3C(=CC4OCCOC=4C=3)[O:12][CH2:11]2)[C:9]2[C:4](=[CH:5][CH:6]=[CH:7][CH:8]=2)[N:3]1[CH2:23][C:24]1[C:29](C(O)=O)=[CH:28][CH:27]=[CH:26][N:25]=1.P(N=[N+]=[N-])(=O)([O:41][C:42]1[CH:47]=[CH:46][CH:45]=[CH:44][CH:43]=1)[O:41][C:42]1[CH:47]=[CH:46][CH:45]=[CH:44][CH:43]=1.C([N:54](CC)CC)C.[C:59]([OH:63])(C)(C)[CH3:60].[BrH:64].C(O)(=O)C. The catalyst is C(OCC)(=O)C.C1(C)C=CC=CC=1. The product is [BrH:64].[NH2:54][C:29]1[C:24]([CH2:23][N:3]2[C:4]3[C:9](=[CH:8][CH:7]=[CH:6][CH:5]=3)[C:10]3([C:45]4[C:46](=[CH:47][C:42]5[O:41][CH2:60][CH2:59][O:63][C:43]=5[CH:44]=4)[O:12][CH2:11]3)[C:2]2=[O:1])=[N:25][CH:26]=[CH:27][CH:28]=1. The yield is 0.320. (4) The catalyst is C(O)C. The product is [CH2:1]([N:8]1[CH2:9][CH2:10][NH:11][C:13]1=[NH:12])[C:2]1[CH:7]=[CH:6][CH:5]=[CH:4][CH:3]=1. The yield is 0.960. The reactants are [CH2:1]([NH:8][CH2:9][CH2:10][NH2:11])[C:2]1[CH:7]=[CH:6][CH:5]=[CH:4][CH:3]=1.[N:12]#[C:13]Br.[OH-].[Na+]. (5) The reactants are C(OC(=O)[N:7]([CH2:23][C:24]1[CH:29]=[CH:28][CH:27]=[C:26]([O:30][CH3:31])[CH:25]=1)[C:8]1[CH:9]=[N:10][CH:11]=[C:12]([CH2:14][C:15]2[CH:20]=[CH:19][CH:18]=[C:17]([O:21][CH3:22])[CH:16]=2)[CH:13]=1)(C)(C)C. The catalyst is C(Cl)Cl.O.C(O)(C(F)(F)F)=O. The product is [CH3:31][O:30][C:26]1[CH:25]=[C:24]([CH:29]=[CH:28][CH:27]=1)[CH2:23][NH:7][C:8]1[CH:9]=[N:10][CH:11]=[C:12]([CH2:14][C:15]2[CH:20]=[CH:19][CH:18]=[C:17]([O:21][CH3:22])[CH:16]=2)[CH:13]=1. The yield is 0.710. (6) The reactants are Cl.[CH2:2]([O:9][C:10]([NH:12][C@H:13]([C:21]([NH:23][CH2:24][C@@H:25]([NH:29][C:30](=[O:37])[C@H:31]([CH2:33][CH:34]([CH3:36])[CH3:35])[NH2:32])[CH:26]([CH3:28])[CH3:27])=[O:22])[CH2:14][C:15]1[CH:20]=[CH:19][CH:18]=[CH:17][CH:16]=1)=[O:11])[C:3]1[CH:8]=[CH:7][CH:6]=[CH:5][CH:4]=1.C(N(CC)CC)C.C1C=CC2N([OH:54])N=NC=2C=1.[C:55]([O:59][C:60](NCCCCC(O)=O)=[O:61])([CH3:58])([CH3:57])[CH3:56].[CH2:70]1[CH2:75][CH2:74][CH:73]([N:76]=C=[N:76][CH:73]2C[CH2:71][CH2:70][CH2:75][CH2:74]2)C[CH2:71]1. The catalyst is Cl.O1CCOCC1.CN(C=O)C.C(Cl)Cl. The product is [CH2:2]([O:9][C:10]([NH:12][C@H:13]([C:21]([NH:23][CH2:24][C@@H:25]([NH:29][C:30](=[O:37])[C@H:31]([CH2:33][CH:34]([CH3:36])[CH3:35])[N:32]([C:71](=[O:54])[CH2:70][CH2:75][CH2:74][CH2:73][NH2:76])[C:60]([O:59][C:55]([CH3:56])([CH3:57])[CH3:58])=[O:61])[CH:26]([CH3:27])[CH3:28])=[O:22])[CH2:14][C:15]1[CH:20]=[CH:19][CH:18]=[CH:17][CH:16]=1)=[O:11])[C:3]1[CH:8]=[CH:7][CH:6]=[CH:5][CH:4]=1. The yield is 0.960. (7) The reactants are [F:1][C:2]1[CH:3]=[CH:4][C:5]2[O:9][C:8]([CH2:11][OH:12])(C)[CH2:7][C:6]=2[CH:13]=1.C(N(CC)CC)C.[C:21](OC(=O)C)(=[O:23])[CH3:22]. The catalyst is C(Cl)Cl.CN(C1C=CN=CC=1)C. The product is [C:21]([O:12][CH2:11][CH:8]1[CH2:7][C:6]2[CH:13]=[C:2]([F:1])[CH:3]=[CH:4][C:5]=2[O:9]1)(=[O:23])[CH3:22]. The yield is 0.800.